This data is from hERG potassium channel inhibition data for cardiac toxicity prediction from Karim et al.. The task is: Regression/Classification. Given a drug SMILES string, predict its toxicity properties. Task type varies by dataset: regression for continuous values (e.g., LD50, hERG inhibition percentage) or binary classification for toxic/non-toxic outcomes (e.g., AMES mutagenicity, cardiotoxicity, hepatotoxicity). Dataset: herg_karim. (1) The molecule is Nc1nc(=O)c2ncn(COCCO)c2[nH]1. The result is 0 (non-blocker). (2) The compound is C#CCNc1ccnc2sc3c(=O)n(-c4ccc(OC)cc4)cnc3c12. The result is 0 (non-blocker). (3) The compound is Cc1ncoc1-c1nnc(SCCCN2CCc3cc4c(cc3CC2)N(C)C(=O)CO4)n1C. The result is 0 (non-blocker). (4) The molecule is Cc1ccc2c(N3CCN(CCc4cccc5c4OCC(=O)N5C)[C@@H](C)C3)cccc2n1. The result is 0 (non-blocker). (5) The compound is CC(C)Oc1ccccc1[C@]1(O)C(N)=Nc2ccc(Cl)cc21. The result is 0 (non-blocker). (6) The compound is Cc1nc2ncc(Oc3ccc(F)cc3)nc2c(=O)n1C[C@H]1CCCN(C(C)C)C1. The result is 0 (non-blocker). (7) The result is 1 (blocker). The molecule is COc1cc(-c2cn(C3CCc4c(ccc(Br)c4F)N(CC(F)(F)F)C3=O)nn2)ccc1-n1cnc(C)c1. (8) The drug is Cc1nc2ccccc2n1C1C[C@H]2CC[C@H](C1)N2CCC1(c2cccc(F)c2)CCN(C(=O)C2(C(=O)O)CCC2)CC1. The result is 0 (non-blocker).